From a dataset of Full USPTO retrosynthesis dataset with 1.9M reactions from patents (1976-2016). Predict the reactants needed to synthesize the given product. (1) The reactants are: O.[NH2:2][NH2:3].[C:4]([C:6]1[CH:15]=[CH:14][C:9]([C:10](OC)=[O:11])=[CH:8][CH:7]=1)#[N:5]. Given the product [C:4]([C:6]1[CH:15]=[CH:14][C:9]([C:10]([NH:2][NH2:3])=[O:11])=[CH:8][CH:7]=1)#[N:5], predict the reactants needed to synthesize it. (2) Given the product [Cl:1][C:2]1[C:10]([C:11]([F:14])([F:13])[F:12])=[CH:9][CH:8]=[CH:7][C:3]=1[C:4]([NH:61][C:51]1([C:55]2[CH:60]=[CH:59][CH:58]=[CH:57][CH:56]=2)[CH2:52][CH2:53][CH2:54][N:49]([CH3:48])[CH2:50]1)=[O:6], predict the reactants needed to synthesize it. The reactants are: [Cl:1][C:2]1[C:10]([C:11]([F:14])([F:13])[F:12])=[CH:9][CH:8]=[CH:7][C:3]=1[C:4]([OH:6])=O.CN(C(ON1N=NC2C=CC=NC1=2)=[N+](C)C)C.F[P-](F)(F)(F)(F)F.C(N(C(C)C)C(C)C)C.[CH3:48][N:49]1[CH2:54][CH2:53][CH2:52][C:51]([NH2:61])([C:55]2[CH:60]=[CH:59][CH:58]=[CH:57][CH:56]=2)[CH2:50]1. (3) Given the product [CH3:18][S:17][C:13]1[N:12]=[C:11]([C:10]2[C:5]3[C:6](=[N:7][C:2]([NH:26][CH2:25][CH2:24][N:19]4[CH2:23][CH2:22][CH2:21][CH2:20]4)=[N:3][CH:4]=3)[NH:8][N:9]=2)[CH:16]=[CH:15][N:14]=1, predict the reactants needed to synthesize it. The reactants are: Cl[C:2]1[N:7]=[C:6]2[NH:8][N:9]=[C:10]([C:11]3[CH:16]=[CH:15][N:14]=[C:13]([S:17][CH3:18])[N:12]=3)[C:5]2=[CH:4][N:3]=1.[N:19]1([CH2:24][CH2:25][NH2:26])[CH2:23][CH2:22][CH2:21][CH2:20]1.C(N(CC)CC)C. (4) Given the product [Br:1][C:2]1[C:3]([Cl:11])=[C:4]([CH:8]=[CH:9][CH:10]=1)[C:5]([NH:23][CH2:24][C:25]1[CH:26]=[N:27][CH:28]=[CH:29][CH:30]=1)=[O:7], predict the reactants needed to synthesize it. The reactants are: [Br:1][C:2]1[C:3]([Cl:11])=[C:4]([CH:8]=[CH:9][CH:10]=1)[C:5]([OH:7])=O.S(Cl)(Cl)=O.C(N(CC)CC)C.[NH2:23][CH2:24][C:25]1[CH:26]=[N:27][CH:28]=[CH:29][CH:30]=1. (5) Given the product [Br:1][C:2]1[CH:3]=[CH:4][C:5]([N:8]([CH3:41])[C:9]([C:11]2[N:19]3[C:14]([CH:15]=[C:16]([CH:20]([CH3:21])[CH3:22])[CH:17]=[CH:18]3)=[C:13]([C:23](=[O:28])[C:24]([CH3:25])([CH3:26])[CH3:27])[C:12]=2[CH2:29][C:30]([CH3:37])([CH3:36])[C:31]([O:33][CH2:34][CH3:35])=[O:32])=[O:10])=[CH:6][CH:7]=1, predict the reactants needed to synthesize it. The reactants are: [Br:1][C:2]1[CH:7]=[CH:6][C:5]([NH:8][C:9]([C:11]2[N:19]3[C:14]([CH:15]=[C:16]([CH:20]([CH3:22])[CH3:21])[CH:17]=[CH:18]3)=[C:13]([C:23](=[O:28])[C:24]([CH3:27])([CH3:26])[CH3:25])[C:12]=2[CH2:29][C:30]([CH3:37])([CH3:36])[C:31]([O:33][CH2:34][CH3:35])=[O:32])=[O:10])=[CH:4][CH:3]=1.[H-].[Na+].I[CH3:41].